Dataset: Forward reaction prediction with 1.9M reactions from USPTO patents (1976-2016). Task: Predict the product of the given reaction. (1) Given the reactants C[O:2][C:3]([CH:5]1[O:9][C:8](=[O:10])[N:7]([C:11]2[CH:12]=[C:13]3[C:18](=[CH:19][CH:20]=2)[N:17]([CH3:21])[C:16](=[O:22])[CH2:15][CH2:14]3)[CH2:6]1)=O.[CH3:23][NH2:24], predict the reaction product. The product is: [CH3:23][NH:24][C:3]([C@@H:5]1[O:9][C:8](=[O:10])[N:7]([C:11]2[CH:12]=[C:13]3[C:18](=[CH:19][CH:20]=2)[N:17]([CH3:21])[C:16](=[O:22])[CH2:15][CH2:14]3)[CH2:6]1)=[O:2]. (2) Given the reactants [C:1]([NH:4][NH:5][C:6](=O)[CH2:7][C@@H:8]1[CH:14]=[C:13]([C:15]2[CH:20]=[CH:19][C:18]([Cl:21])=[CH:17][CH:16]=2)[C:12]2[CH:22]=[CH:23][CH:24]=[CH:25][C:11]=2[N:10]2[C:26]([CH3:29])=[N:27][N:28]=[C:9]12)(=O)[CH3:2].COC1C=CC(P2(SP(C3C=CC(OC)=CC=3)(=S)S2)=[S:40])=CC=1.[OH-].[Na+], predict the reaction product. The product is: [Cl:21][C:18]1[CH:19]=[CH:20][C:15]([C:13]2[C:12]3[CH:22]=[CH:23][CH:24]=[CH:25][C:11]=3[N:10]3[C:26]([CH3:29])=[N:27][N:28]=[C:9]3[CH:8]([CH2:7][C:6]3[S:40][C:1]([CH3:2])=[N:4][N:5]=3)[CH:14]=2)=[CH:16][CH:17]=1. (3) Given the reactants [CH:1]1([CH2:4][N:5]2[CH2:30][CH2:29][C@:12]34[C:13]5[C:14]6[O:28][C@H:11]3[C:10](=[O:31])[CH2:9][CH2:8][C@@:7]4([O:32][CH2:33][CH:34]=[CH2:35])[C@H:6]2[CH2:19][C:18]=5[CH:17]=[CH:16][C:15]=6[O:20][CH2:21][C:22]2[CH:27]=[CH:26][CH:25]=[CH:24][CH:23]=2)[CH2:3][CH2:2]1.CCC(C)[BH-](C(C)CC)C(C)CC.[K+], predict the reaction product. The product is: [CH:1]1([CH2:4][N:5]2[CH2:30][CH2:29][C@:12]34[C:13]5[C:14]6[O:28][C@H:11]3[C@@H:10]([OH:31])[CH2:9][CH2:8][C@@:7]4([O:32][CH2:33][CH:34]=[CH2:35])[C@H:6]2[CH2:19][C:18]=5[CH:17]=[CH:16][C:15]=6[O:20][CH2:21][C:22]2[CH:23]=[CH:24][CH:25]=[CH:26][CH:27]=2)[CH2:3][CH2:2]1. (4) Given the reactants [CH3:1][N:2]([CH2:10][C:11]1[O:12][C:13]([C:25]2[CH:30]=[CH:29][CH:28]=[CH:27][C:26]=2[CH3:31])=[C:14]([S:16]([C:19]2[CH:24]=[CH:23][CH:22]=[CH:21][CH:20]=2)(=[O:18])=[O:17])[CH:15]=1)C(=O)OC(C)(C)C.C(OCC)(=O)C.[ClH:38], predict the reaction product. The product is: [ClH:38].[CH3:1][NH:2][CH2:10][C:11]1[O:12][C:13]([C:25]2[CH:30]=[CH:29][CH:28]=[CH:27][C:26]=2[CH3:31])=[C:14]([S:16]([C:19]2[CH:24]=[CH:23][CH:22]=[CH:21][CH:20]=2)(=[O:18])=[O:17])[CH:15]=1. (5) Given the reactants [C:1]([C:5]1[CH:6]=[C:7]([NH:11][C:12]([CH:14]2[CH2:23][CH2:22][C:21]3[C:16](=[CH:17][C:18]([O:24][C:25]4[CH:30]=[CH:29][N:28]=[C:27]([C:31]5[NH:35][N:34]=[N:33][N:32]=5)[CH:26]=4)=[CH:19][CH:20]=3)[CH2:15]2)=[O:13])[CH:8]=[CH:9][CH:10]=1)([CH3:4])([CH3:3])[CH3:2].[C:36](=O)([O-])[O-].[K+].[K+].CI, predict the reaction product. The product is: [C:1]([C:5]1[CH:6]=[C:7]([NH:11][C:12]([CH:14]2[CH2:23][CH2:22][C:21]3[C:16](=[CH:17][C:18]([O:24][C:25]4[CH:30]=[CH:29][N:28]=[C:27]([C:31]5[N:35]([CH3:36])[N:34]=[N:33][N:32]=5)[CH:26]=4)=[CH:19][CH:20]=3)[CH2:15]2)=[O:13])[CH:8]=[CH:9][CH:10]=1)([CH3:4])([CH3:2])[CH3:3]. (6) Given the reactants [NH2:1][C@@H:2]([C:5]([OH:7])=[O:6])[CH2:3][OH:4].[CH3:8][CH:9]([CH3:26])[C:10]([O:12][CH2:13][CH2:14][O:15][C:16](ON1C(=O)CCC1=O)=[O:17])=[O:11], predict the reaction product. The product is: [OH:4][CH2:3][C@@H:2]([NH:1][C:16]([O:15][CH2:14][CH2:13][O:12][C:10](=[O:11])[CH:9]([CH3:8])[CH3:26])=[O:17])[C:5]([OH:7])=[O:6].